From a dataset of Full USPTO retrosynthesis dataset with 1.9M reactions from patents (1976-2016). Predict the reactants needed to synthesize the given product. (1) Given the product [Cl:23][CH2:24][C:25]([NH:10][NH:9][C:11]([C@H:13]1[CH2:14][CH2:15][C@H:16]([C:19]([O:21][CH3:22])=[O:20])[CH2:17][CH2:18]1)=[O:12])=[O:26], predict the reactants needed to synthesize it. The reactants are: CN1CCOCC1.Cl.[NH:9]([C:11]([C@H:13]1[CH2:18][CH2:17][C@H:16]([C:19]([O:21][CH3:22])=[O:20])[CH2:15][CH2:14]1)=[O:12])[NH2:10].[Cl:23][CH2:24][C:25](Cl)=[O:26]. (2) Given the product [S:16]([O:14][CH2:13][CH2:12][CH2:11][C:5]1[CH:6]=[CH:7][C:8]([O:9][CH3:10])=[C:3]([O:2][CH3:1])[CH:4]=1)(=[O:18])(=[O:17])[CH3:15], predict the reactants needed to synthesize it. The reactants are: [CH3:1][O:2][C:3]1[CH:4]=[C:5]([CH2:11][CH2:12][CH2:13][OH:14])[CH:6]=[CH:7][C:8]=1[O:9][CH3:10].[CH3:15][S:16](Cl)(=[O:18])=[O:17].